Dataset: Reaction yield outcomes from USPTO patents with 853,638 reactions. Task: Predict the reaction yield, written as a fraction of the theoretical maximum amount of product (1.0 means a 100% yield; for example, 0.34 means a 34% yield). (1) The catalyst is O. The reactants are [CH:1]1([NH:4][C:5]2[N:10]3[N:11]=[C:12]([C:17]4[CH:22]=[CH:21][C:20]([O:23][CH3:24])=[CH:19][CH:18]=4)[C:13]([C:14](=[O:16])[CH3:15])=[C:9]3[CH:8]=[CH:7][CH:6]=2)[CH2:3][CH2:2]1.C(O[CH:30](OC(C)(C)C)[N:31]([CH3:33])[CH3:32])(C)(C)C. The yield is 0.830. The product is [CH:1]1([NH:4][C:5]2[N:10]3[N:11]=[C:12]([C:17]4[CH:18]=[CH:19][C:20]([O:23][CH3:24])=[CH:21][CH:22]=4)[C:13]([C:14](=[O:16])/[CH:15]=[CH:30]/[N:31]([CH3:33])[CH3:32])=[C:9]3[CH:8]=[CH:7][CH:6]=2)[CH2:3][CH2:2]1. (2) The reactants are [O:1]=[C:2]1[CH:7]([N:8]2[CH2:16][C:15]3[C:10](=[CH:11][CH:12]=[C:13]([CH2:17][NH:18][C:19](=[O:33])[C:20]([F:32])([F:31])[C:21]4[CH:26]=[CH:25][CH:24]=[C:23]([O:27]COC)[CH:22]=4)[CH:14]=3)[C:9]2=[O:34])[CH2:6][CH2:5][C:4](=[O:35])[NH:3]1.Cl.C(=O)(O)[O-].[Na+]. The catalyst is O1CCOCC1. The product is [O:1]=[C:2]1[CH:7]([N:8]2[CH2:16][C:15]3[C:10](=[CH:11][CH:12]=[C:13]([CH2:17][NH:18][C:19](=[O:33])[C:20]([F:32])([F:31])[C:21]4[CH:26]=[CH:25][CH:24]=[C:23]([OH:27])[CH:22]=4)[CH:14]=3)[C:9]2=[O:34])[CH2:6][CH2:5][C:4](=[O:35])[NH:3]1. The yield is 0.330.